This data is from Catalyst prediction with 721,799 reactions and 888 catalyst types from USPTO. The task is: Predict which catalyst facilitates the given reaction. (1) Reactant: [C:1]([O:5][C:6]([N:8]1[CH2:13][CH2:12][CH:11]([OH:14])[CH2:10][CH2:9]1)=[O:7])([CH3:4])([CH3:3])[CH3:2].[H-].[Na+].[Cl:17][C:18]1[CH:23]=[CH:22][C:21]([CH2:24]Cl)=[CH:20][N:19]=1.CCCCCCC. Product: [Cl:17][C:18]1[N:19]=[CH:20][C:21]([CH2:24][O:14][CH:11]2[CH2:12][CH2:13][N:8]([C:6]([O:5][C:1]([CH3:4])([CH3:2])[CH3:3])=[O:7])[CH2:9][CH2:10]2)=[CH:22][CH:23]=1. The catalyst class is: 49. (2) Reactant: C(N(CC)CC)C.[CH2:8]([S:10][C:11]1[CH:33]=[CH:32][CH:31]=[CH:30][C:12]=1[C:13]([NH:15][NH:16][C:17](=[O:29])[C:18]1[CH:23]=[CH:22][C:21]([CH2:24][CH2:25][CH2:26][CH2:27][CH3:28])=[CH:20][CH:19]=1)=O)[CH3:9].[Cl-].ClC1N(C)CC[NH+]1C. Product: [CH2:8]([S:10][C:11]1[CH:33]=[CH:32][CH:31]=[CH:30][C:12]=1[C:13]1[O:29][C:17]([C:18]2[CH:23]=[CH:22][C:21]([CH2:24][CH2:25][CH2:26][CH2:27][CH3:28])=[CH:20][CH:19]=2)=[N:16][N:15]=1)[CH3:9]. The catalyst class is: 2. (3) Product: [C:36]([O:26][C@@H:25]1[C:10]2[C:11](=[N:12][C:13]([C:14]3[CH:19]=[CH:18][C:17]([Cl:20])=[CH:16][C:15]=3[Cl:21])=[C:8]([C:5]3[CH:4]=[CH:3][C:2]([Cl:1])=[CH:7][CH:6]=3)[CH:9]=2)[O:22][C:23]([CH3:28])([CH3:27])[CH2:24]1)(=[O:43])[C:37]1[CH:42]=[CH:41][CH:40]=[CH:39][CH:38]=1. The catalyst class is: 79. Reactant: [Cl:1][C:2]1[CH:7]=[CH:6][C:5]([C:8]2[CH:9]=[C:10]3[C@@H:25]([OH:26])[CH2:24][C:23]([CH3:28])([CH3:27])[O:22][C:11]3=[N:12][C:13]=2[C:14]2[CH:19]=[CH:18][C:17]([Cl:20])=[CH:16][C:15]=2[Cl:21])=[CH:4][CH:3]=1.CCN(CC)CC.[C:36](Cl)(=[O:43])[C:37]1[CH:42]=[CH:41][CH:40]=[CH:39][CH:38]=1.